From a dataset of P-glycoprotein inhibition data for predicting drug efflux from Broccatelli et al.. Regression/Classification. Given a drug SMILES string, predict its absorption, distribution, metabolism, or excretion properties. Task type varies by dataset: regression for continuous measurements (e.g., permeability, clearance, half-life) or binary classification for categorical outcomes (e.g., BBB penetration, CYP inhibition). Dataset: pgp_broccatelli. The drug is O=C(CCc1ccccc1)c1ccccc1OC[C@@H](O)CN1CCOCC1. The result is 1 (inhibitor).